This data is from Forward reaction prediction with 1.9M reactions from USPTO patents (1976-2016). The task is: Predict the product of the given reaction. (1) The product is: [CH2:15]([O:17][C:18](=[O:24])[C:19]([Cl:23])=[N:11][NH:9][C:6]1[CH:7]=[CH:8][C:3]([O:2][CH3:1])=[CH:4][CH:5]=1)[CH3:16]. Given the reactants [CH3:1][O:2][C:3]1[CH:8]=[CH:7][C:6]([NH2:9])=[CH:5][CH:4]=1.Cl.[N:11]([O-])=O.[Na+].[CH2:15]([O:17][C:18](=[O:24])[CH:19]([Cl:23])C(C)=O)[CH3:16].C(O[Na])(C)=O, predict the reaction product. (2) Given the reactants [NH2:1][C:2]1[CH:9]=[C:8]([CH3:10])[C:5]([C:6]#[N:7])=[C:4]([CH3:11])[N:3]=1.[C:12](N1C=CC=CC1=O)(N1C=CC=CC1=O)=[S:13], predict the reaction product. The product is: [N:1]([C:2]1[CH:9]=[C:8]([CH3:10])[C:5]([C:6]#[N:7])=[C:4]([CH3:11])[N:3]=1)=[C:12]=[S:13]. (3) Given the reactants Cl[C:2]1[C:7]([C:8]#[N:9])=[C:6]([NH:10][CH2:11][CH2:12][OH:13])[N:5]=[C:4]([NH:14][CH2:15][CH2:16][OH:17])[N:3]=1.[CH2:18]([C:20]1[CH:25]=[CH:24][CH:23]=[CH:22][C:21]=1[N:26]1[CH2:31][CH2:30][NH:29][CH2:28][CH2:27]1)[CH3:19].C(N(C(C)C)C(C)C)C, predict the reaction product. The product is: [CH2:18]([C:20]1[CH:25]=[CH:24][CH:23]=[CH:22][C:21]=1[N:26]1[CH2:27][CH2:28][N:29]([C:2]2[C:7]([C:8]#[N:9])=[C:6]([NH:10][CH2:11][CH2:12][OH:13])[N:5]=[C:4]([NH:14][CH2:15][CH2:16][OH:17])[N:3]=2)[CH2:30][CH2:31]1)[CH3:19]. (4) Given the reactants [C:1]([O:5][C:6]([N:8]1[CH2:13][CH2:12][N:11]([C:14]2[C:19]([CH2:20][O:21][C:22]3[CH:27]=[CH:26][CH:25]=[CH:24][C:23]=3[C:28]([F:31])([F:30])[F:29])=[CH:18][C:17]([Br:32])=[CH:16][C:15]=2[N+:33]([O-])=O)[CH2:10][CH2:9]1)=[O:7])([CH3:4])([CH3:3])[CH3:2].[BH4-].[Na+], predict the reaction product. The product is: [C:1]([O:5][C:6]([N:8]1[CH2:9][CH2:10][N:11]([C:14]2[C:19]([CH2:20][O:21][C:22]3[CH:27]=[CH:26][CH:25]=[CH:24][C:23]=3[C:28]([F:31])([F:29])[F:30])=[CH:18][C:17]([Br:32])=[CH:16][C:15]=2[NH2:33])[CH2:12][CH2:13]1)=[O:7])([CH3:4])([CH3:2])[CH3:3]. (5) Given the reactants Br[C:2]1[N:18]([C@@H:19]2[CH2:23][CH2:22][N:21]([C:24]([O:26][C:27]([CH3:30])([CH3:29])[CH3:28])=[O:25])[CH2:20]2)[C:5]2[N:6]=[CH:7][N:8]=[C:9]([NH:10][C:11]([O:13][C:14]([CH3:17])([CH3:16])[CH3:15])=[O:12])[C:4]=2[C:3]=1[C:31]1[CH:36]=[CH:35][C:34]([O:37][C:38]2[CH:43]=[CH:42][CH:41]=[CH:40][CH:39]=2)=[CH:33][CH:32]=1.[Li]CCCC.CN([CH:52]=[O:53])C, predict the reaction product. The product is: [C:14]([O:13][C:11]([NH:10][C:9]1[C:4]2[C:3]([C:31]3[CH:36]=[CH:35][C:34]([O:37][C:38]4[CH:43]=[CH:42][CH:41]=[CH:40][CH:39]=4)=[CH:33][CH:32]=3)=[C:2]([CH:52]=[O:53])[N:18]([C@@H:19]3[CH2:23][CH2:22][N:21]([C:24]([O:26][C:27]([CH3:29])([CH3:28])[CH3:30])=[O:25])[CH2:20]3)[C:5]=2[N:6]=[CH:7][N:8]=1)=[O:12])([CH3:16])([CH3:15])[CH3:17]. (6) Given the reactants [C:1]([CH2:3][C@H:4]1[O:9][C@@H:8]([C:10]2[CH:15]=[CH:14][N:13]=[CH:12][C:11]=2[NH:16][C:17](=[O:33])[C:18]2[CH:23]=[CH:22][C:21]([F:24])=[C:20]([C:25]3[C:30]([F:31])=[CH:29][CH:28]=[CH:27][C:26]=3[F:32])[N:19]=2)[CH2:7][C@@H:6]([O:34][Si](C(C)C)(C(C)C)C(C)C)[C@@H:5]1[O:45][Si](C(C)C)(C(C)C)C(C)C)#[N:2].C(=O)([O-])[O-:57].[K+].[K+], predict the reaction product. The product is: [NH2:2][C:1](=[O:57])[CH2:3][C@H:4]1[O:9][C@@H:8]([C:10]2[CH:15]=[CH:14][N:13]=[CH:12][C:11]=2[NH:16][C:17](=[O:33])[C:18]2[CH:23]=[CH:22][C:21]([F:24])=[C:20]([C:25]3[C:26]([F:32])=[CH:27][CH:28]=[CH:29][C:30]=3[F:31])[N:19]=2)[CH2:7][C@@H:6]([OH:34])[C@@H:5]1[OH:45]. (7) Given the reactants [NH2:1][CH:2]1[C:8](=[O:9])[NH:7][C:6]2[CH:10]=[CH:11][CH:12]=[CH:13][C:5]=2[C:4]([C:14]2[CH:19]=[CH:18][N:17]=[C:16]([O:20][CH3:21])[CH:15]=2)=[N:3]1.[CH3:22][CH:23]([CH2:27][C:28]1[CH:33]=[CH:32][CH:31]=[CH:30][CH:29]=1)[C:24](O)=[O:25], predict the reaction product. The product is: [CH3:21][O:20][C:16]1[CH:15]=[C:14]([C:4]2[C:5]3[CH:13]=[CH:12][CH:11]=[CH:10][C:6]=3[NH:7][C:8](=[O:9])[CH:2]([NH:1][C:24](=[O:25])[CH:23]([CH3:22])[CH2:27][C:28]3[CH:33]=[CH:32][CH:31]=[CH:30][CH:29]=3)[N:3]=2)[CH:19]=[CH:18][N:17]=1. (8) Given the reactants [CH:1]([O:4][C:5]1[CH:10]=[CH:9][N:8]=[C:7]2[NH:11][CH:12]=[CH:13][C:6]=12)([CH3:3])[CH3:2].C1C(=O)N([I:21])C(=O)C1, predict the reaction product. The product is: [I:21][C:13]1[C:6]2[C:7](=[N:8][CH:9]=[CH:10][C:5]=2[O:4][CH:1]([CH3:3])[CH3:2])[NH:11][CH:12]=1.